Dataset: Reaction yield outcomes from USPTO patents with 853,638 reactions. Task: Predict the reaction yield, written as a fraction of the theoretical maximum amount of product (1.0 means a 100% yield; for example, 0.34 means a 34% yield). The reactants are [OH-].[Na+].[NH:3]1[C:11]2[C:6](=[CH:7][CH:8]=[CH:9][CH:10]=2)[CH:5]=[CH:4]1.[OH-].C([N+](CCCC)(CCCC)CCCC)CCC.[C:30]([N:33]1[CH2:42][CH2:41][C:40]2[C:35](=[CH:36][C:37]([S:43](Cl)(=[O:45])=[O:44])=[CH:38][CH:39]=2)[CH2:34]1)(=[O:32])[CH3:31]. The catalyst is O1CCCC1. The product is [N:3]1([S:43]([C:37]2[CH:36]=[C:35]3[C:40]([CH2:41][CH2:42][N:33]([C:30](=[O:32])[CH3:31])[CH2:34]3)=[CH:39][CH:38]=2)(=[O:44])=[O:45])[C:11]2[C:6](=[CH:7][CH:8]=[CH:9][CH:10]=2)[CH:5]=[CH:4]1. The yield is 0.720.